From a dataset of Full USPTO retrosynthesis dataset with 1.9M reactions from patents (1976-2016). Predict the reactants needed to synthesize the given product. (1) Given the product [C:1]([O:5][C:6](=[O:29])[NH:7][C:8]([CH3:28])([CH3:27])[CH2:9][C:10]1[C:18]2[C:13](=[C:14]([CH:19]=[CH:30][N:32]3[CH:36]=[N:35][CH:34]=[N:33]3)[CH:15]=[CH:16][CH:17]=2)[NH:12][CH:11]=1)([CH3:4])([CH3:3])[CH3:2], predict the reactants needed to synthesize it. The reactants are: [C:1]([O:5][C:6](=[O:29])[NH:7][C:8]([CH3:28])([CH3:27])[CH2:9][C:10]1[C:18]2[C:13](=[C:14]([CH2:19]S(C(F)(F)F)(=O)=O)[CH:15]=[CH:16][CH:17]=2)[NH:12][CH:11]=1)([CH3:4])([CH3:3])[CH3:2].[CH:30]([N:32]1[CH:36]=[N:35][CH:34]=[N:33]1)=C. (2) Given the product [Cl:1][C:2]1[CH:3]=[CH:4][C:5]2[O:9][C:8]([C:10]3[CH:11]=[CH:12][C:13]([O:16][CH3:17])=[CH:14][CH:15]=3)=[C:7]([C:32](=[O:33])[C:31]3[CH:30]=[CH:29][C:28]([O:27][CH2:26][CH2:25][CH2:24][N:21]([CH2:22][CH3:23])[CH2:19][CH3:20])=[CH:36][CH:35]=3)[C:6]=2[CH:18]=1, predict the reactants needed to synthesize it. The reactants are: [Cl:1][C:2]1[CH:3]=[CH:4][C:5]2[O:9][C:8]([C:10]3[CH:15]=[CH:14][C:13]([O:16][CH3:17])=[CH:12][CH:11]=3)=[CH:7][C:6]=2[CH:18]=1.[CH2:19]([N:21]([CH2:24][CH2:25][CH2:26][O:27][C:28]1[CH:36]=[CH:35][C:31]([C:32](Cl)=[O:33])=[CH:30][CH:29]=1)[CH2:22][CH3:23])[CH3:20].[Cl-].